Dataset: Reaction yield outcomes from USPTO patents with 853,638 reactions. Task: Predict the reaction yield, written as a fraction of the theoretical maximum amount of product (1.0 means a 100% yield; for example, 0.34 means a 34% yield). (1) The reactants are [C:1]([O:5][C:6]([N:8]1[C@@H:12]([CH3:13])[CH2:11][CH2:10][C@H:9]1[C:14](O)=[O:15])=[O:7])([CH3:4])([CH3:3])[CH3:2].B.CSC.CO. The catalyst is O1CCCC1. The product is [OH:15][CH2:14][C@@H:9]1[CH2:10][CH2:11][C@H:12]([CH3:13])[N:8]1[C:6]([O:5][C:1]([CH3:2])([CH3:4])[CH3:3])=[O:7]. The yield is 0.930. (2) The reactants are [Br:1][C:2]1[CH:3]=[CH:4][C:5]([F:11])=[C:6]([CH:10]=1)[C:7](O)=[O:8].Cl.[CH3:13][NH:14][O:15][CH3:16].C1N(P(Cl)(N2C(=O)OCC2)=O)C(=O)OC1. The catalyst is N1C=CC=CC=1.O. The product is [Br:1][C:2]1[CH:3]=[CH:4][C:5]([F:11])=[C:6]([CH:10]=1)[C:7]([N:14]([O:15][CH3:16])[CH3:13])=[O:8]. The yield is 0.910. (3) The reactants are [CH3:1][O:2][C:3]1[C:8]([C:9]2[C:13]([Sn](CCCC)(CCCC)CCCC)=[C:12]([CH3:27])[O:11][N:10]=2)=[CH:7][CH:6]=[CH:5][N:4]=1.Br[C:29]1[CH:37]=[CH:36][C:32]([C:33]([NH2:35])=[O:34])=[CH:31][CH:30]=1.[F-].[K+]. The catalyst is O1CCOCC1.C(OCC)(=O)C.Cl[Pd](Cl)([P](C1C=CC=CC=1)(C1C=CC=CC=1)C1C=CC=CC=1)[P](C1C=CC=CC=1)(C1C=CC=CC=1)C1C=CC=CC=1. The product is [CH3:1][O:2][C:3]1[C:8]([C:9]2[C:13]([C:29]3[CH:37]=[CH:36][C:32]([C:33]([NH2:35])=[O:34])=[CH:31][CH:30]=3)=[C:12]([CH3:27])[O:11][N:10]=2)=[CH:7][CH:6]=[CH:5][N:4]=1. The yield is 0.350. (4) The catalyst is C(Cl)Cl. The yield is 1.00. The reactants are C([O-])(O)=O.[Na+].[NH:6]1[C:14]2[C:9](=[CH:10][CH:11]=[CH:12][CH:13]=2)[CH2:8][CH2:7]1.[C:15](Cl)(=[O:17])[CH3:16]. The product is [N:6]1([C:15](=[O:17])[CH3:16])[C:14]2[C:9](=[CH:10][CH:11]=[CH:12][CH:13]=2)[CH2:8][CH2:7]1. (5) The reactants are [CH:1]([C:3]1[CH:18]=[CH:17][C:6]([O:7][C:8]2[CH:16]=[CH:15][C:11]([C:12]([NH2:14])=[O:13])=[CH:10][N:9]=2)=[C:5]([O:19][CH3:20])[CH:4]=1)=O.[C:21]1([CH3:30])[CH:26]=[CH:25][C:24]([CH2:27][CH2:28][NH2:29])=[CH:23][CH:22]=1.[BH4-].[Na+]. The catalyst is CO. The product is [CH3:20][O:19][C:5]1[CH:4]=[C:3]([CH2:1][NH:29][CH2:28][CH2:27][C:24]2[CH:25]=[CH:26][C:21]([CH3:30])=[CH:22][CH:23]=2)[CH:18]=[CH:17][C:6]=1[O:7][C:8]1[CH:16]=[CH:15][C:11]([C:12]([NH2:14])=[O:13])=[CH:10][N:9]=1. The yield is 0.978.